Dataset: Catalyst prediction with 721,799 reactions and 888 catalyst types from USPTO. Task: Predict which catalyst facilitates the given reaction. (1) Reactant: [CH3:1][O:2][C:3](=[O:35])[NH:4][CH2:5][C:6]1(O)[C:14]2[C:9](=[CH:10][CH:11]=[CH:12][CH:13]=2)[N:8]([CH:15]2[CH2:20][CH2:19][N:18]([CH:21]3[C:31]4=[C:32]5[C:27](=[CH:28][CH:29]=[CH:30]4)[CH:26]=[CH:25][CH:24]=[C:23]5[CH2:22]3)[CH2:17][CH2:16]2)[C:7]1=[O:33].S(Cl)([Cl:38])=O. Product: [CH3:1][O:2][C:3](=[O:35])[NH:4][CH2:5][C:6]1([Cl:38])[C:14]2[C:9](=[CH:10][CH:11]=[CH:12][CH:13]=2)[N:8]([CH:15]2[CH2:20][CH2:19][N:18]([CH:21]3[C:31]4=[C:32]5[C:27](=[CH:28][CH:29]=[CH:30]4)[CH:26]=[CH:25][CH:24]=[C:23]5[CH2:22]3)[CH2:17][CH2:16]2)[C:7]1=[O:33]. The catalyst class is: 4. (2) The catalyst class is: 4. Product: [Br:5][C:6]1[CH:7]=[C:8]2[C:12](=[CH:13][CH:14]=1)[C:11](=[O:15])[NH:1][CH2:10][CH2:9]2. Reactant: [N-:1]=[N+]=[N-].[Na+].[Br:5][C:6]1[CH:7]=[C:8]2[C:12](=[CH:13][CH:14]=1)[C:11](=[O:15])[CH2:10][CH2:9]2.CS(O)(=O)=O.[OH-].[Na+]. (3) Reactant: [O:1]=[C:2]1[C:12]2[C:13]([C:16]([O:18]CC)=[O:17])=[CH:14][O:15][C:11]=2[CH2:10][C:4]2([CH2:9][CH2:8][O:7][CH2:6][CH2:5]2)[CH2:3]1.[OH-].[Na+].O1CCCC1. Product: [O:1]=[C:2]1[C:12]2[C:13]([C:16]([OH:18])=[O:17])=[CH:14][O:15][C:11]=2[CH2:10][C:4]2([CH2:5][CH2:6][O:7][CH2:8][CH2:9]2)[CH2:3]1. The catalyst class is: 5. (4) Reactant: [CH3:1][O:2][C:3]1[CH:15]=[CH:14][C:6]([CH2:7][NH:8][C:9]2[N:10]=[CH:11][S:12][CH:13]=2)=[CH:5][CH:4]=1.C[Si]([N-][Si](C)(C)C)(C)C.[Li+].[Cl:26][C:27]1[C:36]2[C:31](=[CH:32][C:33]([S:37](OC3C(F)=C(F)C(F)=C(F)C=3F)(=[O:39])=[O:38])=[CH:34][CH:35]=2)[CH:30]=[CH:29][N:28]=1. Product: [Cl:26][C:27]1[C:36]2[C:31](=[CH:32][C:33]([S:37]([N:8]([CH2:7][C:6]3[CH:5]=[CH:4][C:3]([O:2][CH3:1])=[CH:15][CH:14]=3)[C:9]3[N:10]=[CH:11][S:12][CH:13]=3)(=[O:39])=[O:38])=[CH:34][CH:35]=2)[CH:30]=[CH:29][N:28]=1. The catalyst class is: 1. (5) Reactant: ClCCl.[Br:4][CH2:5][C:6]1[C:15]([Cl:16])=[CH:14][CH:13]=[CH:12][C:7]=1[C:8](OC)=[O:9].[H-].C([Al+]CC(C)C)C(C)C.CCCCCC.[C@H](O)(C([O-])=O)[C@@H](O)C([O-])=O.[Na+].[K+]. Product: [Br:4][CH2:5][C:6]1[C:15]([Cl:16])=[CH:14][CH:13]=[CH:12][C:7]=1[CH2:8][OH:9]. The catalyst class is: 310.